Dataset: Forward reaction prediction with 1.9M reactions from USPTO patents (1976-2016). Task: Predict the product of the given reaction. (1) Given the reactants Cl[C:2]1[N:11]=[CH:10][C:9]2[N:8]([CH2:12][C:13]([N:15]([CH3:23])[CH2:16][CH:17]3[CH2:22][CH2:21][O:20][CH2:19][CH2:18]3)=[O:14])[CH2:7][C@@H:6]3[CH2:24][O:25][CH2:26][CH2:27][N:5]3[C:4]=2[N:3]=1.[NH:28]1[C:36]2[CH:35]=[CH:34][CH:33]=[C:32](B(O)O)[C:31]=2[CH:30]=[CH:29]1.C(=O)([O-])[O-].[Na+].[Na+], predict the reaction product. The product is: [NH:28]1[C:36]2[C:31](=[C:32]([C:2]3[N:11]=[CH:10][C:9]4[N:8]([CH2:12][C:13]([N:15]([CH3:23])[CH2:16][CH:17]5[CH2:22][CH2:21][O:20][CH2:19][CH2:18]5)=[O:14])[CH2:7][C@@H:6]5[CH2:24][O:25][CH2:26][CH2:27][N:5]5[C:4]=4[N:3]=3)[CH:33]=[CH:34][CH:35]=2)[CH:30]=[CH:29]1. (2) Given the reactants [C:1]([C:5]1[CH:15]=[C:14]([S:16](/[CH:19]=[CH:20]/[C:21]#[N:22])(=[O:18])=[O:17])[CH:13]=[CH:12][C:6]=1[O:7][CH2:8][C:9]([OH:11])=O)([CH3:4])([CH3:3])[CH3:2].Cl.CN(C)CCCN=C=NCC.ON1C2C=CC=CC=2N=N1.[NH2:45][C:46]1[CH:51]=[C:50]([CH3:52])[CH:49]=[CH:48][C:47]=1[OH:53], predict the reaction product. The product is: [C:1]([C:5]1[CH:15]=[C:14]([S:16](/[CH:19]=[CH:20]/[C:21]#[N:22])(=[O:18])=[O:17])[CH:13]=[CH:12][C:6]=1[O:7][CH2:8][C:9]([NH:45][C:46]1[CH:51]=[C:50]([CH3:52])[CH:49]=[CH:48][C:47]=1[OH:53])=[O:11])([CH3:3])([CH3:4])[CH3:2]. (3) Given the reactants [CH3:1][C:2]1[S:6][C:5]([C:7]2[O:8][CH:9]=[CH:10][N:11]=2)=[N:4][C:3]=1[OH:12].[H-].[Na+].C1C=CC(N([S:22]([C:25]([F:28])([F:27])[F:26])(=[O:24])=[O:23])[S:22]([C:25]([F:28])([F:27])[F:26])(=[O:24])=[O:23])=CC=1.O, predict the reaction product. The product is: [CH3:1][C:2]1[S:6][C:5]([C:7]2[O:8][CH:9]=[CH:10][N:11]=2)=[N:4][C:3]=1[O:12][S:22]([C:25]([F:28])([F:27])[F:26])(=[O:24])=[O:23].